Task: Binary Classification. Given a miRNA mature sequence and a target amino acid sequence, predict their likelihood of interaction.. Dataset: Experimentally validated miRNA-target interactions with 360,000+ pairs, plus equal number of negative samples (1) The miRNA is rno-miR-26a-5p with sequence UUCAAGUAAUCCAGGAUAGGCU. The protein sequence of the target gene is MIQTVPDPAAHIKEALSVVSEDQSLFECAYGTPHLAKTEMTASSSSDYGQTSKMSPRVPQQDWLSQAPARVTIKMECNPSQVNGSRNSPDECSVNKGGKMVGSPDTVGMSYGSYMEEKHVPPPNMTTNERRVIVPADPTLWSTDHVRQWLEWAVKEYGLLDVDVLLFQNIDGKELCKMTKDDFQRLTPSYNADILLSHLHYLRETPLPHLTSDDVDKALQNSPRLMHARNTGGAAFIFPNTSVYPEATQRITTRPDLPYEPPRRSAWTGHSHLTPQSKAAQPSPSAVPKTEDQRPQLDPY.... Result: 0 (no interaction). (2) The miRNA is hsa-miR-6794-3p with sequence CUCACUCUCAGUCCCUCCCU. The protein sequence of the target gene is MWRVPRRLCVQSVKTSKLSGPWSRPAAHMSTLLIHHPQYAWLQDLGLREDNEGVYNGSWGGRGEVITTYCPANNEPIARVRQASLKDYEETIGKAKKAWNIWADIPAPKRGEIVRKIGDAFREKIQLLGRLVSLEMGKILVEGIGEVQEYVDVCDYAAGLSRMIGGPTLPSERPGHALIEMWNPLGLVGIITAFNFPVAVFGWNNAIALITGNVCLWKGAPTTSLVSVAVTKIIAQVLEDNLLPGAICSLVCGGADIGTTMARDERVNLLSFTGSTQVGKEVALMVQERFGKSLLELGGN.... Result: 0 (no interaction). (3) The miRNA is hsa-miR-663a with sequence AGGCGGGGCGCCGCGGGACCGC. The protein sequence of the target gene is MKALRLSASALFCLLLINGLGAAPPGRPEAQPPPLSSEHKEPVAGDAVPGPKDGSAPEVRGARNSEPQDEGELFQGVDPRALAAVLLQALDRPASPPAPSGSQQGPEEEAAEALLTETVRSQTHSLPAPESPEPAAPPRPQTPENGPEASDPSEELEALASLLQELRDFSPSSAKRQQETAAAETETRTHTLTRVNLESPGPERVWRASWGEFQARVPERAPLPPPAPSQFQARMPDSGPLPETHKFGEGVSSPKTHLGEALAPLSKAYQGVAAPFPKARRPESALLGGSEAGERLLQQG.... Result: 1 (interaction). (4) The miRNA is mmu-miR-759 with sequence GCAGAGUGCAAACAAUUUUGAC. The protein sequence of the target gene is MERINHTSSVSEFILLGLSSRPEDQKTLFVLFLIVYLVTITGNLLIILAIRFNPHLQTPMYFFLSFLSLTDICFTTSVVPKMLMNFLSEKKTISYAGCLTQMYFLYALGNSDSCLLAVMAFDRYVAVCDPFHYVTTMSHHHCVLLVAFSCSFPHLHSLLHTLLLNRLTFCDSNVIHHFLCDLSPVLKLSCSSIFVNEIVQMTEAPIVLVTRFLCIAFSYIRILTTVLKIPSTSGKRKAFSTCGFYLTVVTLFYGSIFCVYLQPPSTYAVKDHVATIVYTVLSSMLNPFIYSLRNKDLKQG.... Result: 0 (no interaction). (5) The miRNA is hsa-miR-590-5p with sequence GAGCUUAUUCAUAAAAGUGCAG. The protein sequence of the target gene is MATVRASLRGALLLLLAVAGVAEVAGGLAPGSAGALCCNHSKDNQMCRDVCEQIFSSKSESRLKHLLQRAPDYCPETMVEIWNCMNSSLPGVFKKSDGWVGLGCCELAIALECRQACKQASSKNDISKVCRKEYENALFSCISRNEMGSVCCSYAGHHTNCREYCQAIFRTDSSPGPSQIKAVENYCASISPQLIHCVNNYTQSYPMRNPTDSLYCCDRAEDHACQNACKRILMSKKTEMEIVDGLIEGCKTQPLPQDPLWQCFLESSQSVHPGVTVHPPPSTGLDGAKLHCCSKANTST.... Result: 1 (interaction). (6) The miRNA is hsa-miR-30c-1-3p with sequence CUGGGAGAGGGUUGUUUACUCC. The protein sequence of the target gene is MKPFQLDLLFVCFFLFSQELGLQKRGCCLVLGYMAKDKFRRMNEGQVYSFSQQPQDQVVVSGQPVTLLCAIPEYDGFVLWIKDGLALGVGRDLSSYPQYLVVGNHLSGEHHLKILRAELQDDAVYECQAIQAAIRSRPARLTVLVPPDDPVILGGPVISLRAGDPLNLTCHADNAKPAASIIWLRKGEVINGATYSKTLLRDGKRESIVSTLFISPGDVENGQSIVCRATNKAIPGGKETSVTIDIQHPPLVNLSVEPQPVLEDNVVTFHCSAKANPAVTQYRWAKRGQIIKEASGEVYR.... Result: 0 (no interaction). (7) The miRNA is mmu-miR-3087-3p with sequence UAACUCACUGUCAUGUCCUCA. The protein sequence of the target gene is MKRGGRDSDQDSAEEGTAEKPKRPRTTQERSQPCDWGNLLQDIVLHVFKYLPLLDRAHASQVCRNWNQVFHMPDLWRCFEFELNQPATSYLKATHPELIKQIIKRHSNHLQYVSFKVDSSKESAEAACDILSQLVNCSLKTLGLISTARPSFMDLPKSHFISALTVVFVNSKSLSSLKIDDTPVDDPSLKVLVANNSDTLKLLKMSSCPHVSPAGILCVADQCHGLRELALNYHLLSDELLLALSSEKHVRLEHLRIDVVSENPGQTHFHTIQKSSWDAFIKHSPKVNLVMYFFLYEEEF.... Result: 1 (interaction). (8) The miRNA is rno-miR-181a-5p with sequence AACAUUCAACGCUGUCGGUGAGU. The protein sequence of the target gene is MSAARLSAVAQSTVYAFSARPLAGGEPVSLGSLRGKVLLIENVASLUGTTTRDYTEMNDLQKRLGPRGLVVLGFPCNQFGHQENGKNEEILNSLKYVRPGGGFEPNFTLFEKCEVNGEKAHPLFTFLRNALPAPSDDPTALMTDPKYIIWSPVCRNDISWNFEKFLVGPDGVPVRRYSRRFRTIDIEPDIEALLSKQPSNP. Result: 1 (interaction).